From a dataset of Full USPTO retrosynthesis dataset with 1.9M reactions from patents (1976-2016). Predict the reactants needed to synthesize the given product. Given the product [Cl:1][C:2]1[CH:3]=[C:4]([CH:9]2[C:18]3[C:13](=[CH:14][CH:15]=[CH:16][CH:17]=3)[CH:12]=[CH:11][CH2:10]2)[CH:5]=[CH:6][C:7]=1[Cl:8], predict the reactants needed to synthesize it. The reactants are: [Cl:1][C:2]1[CH:3]=[C:4]([CH:9]2[C:18]3[C:13](=[CH:14][CH:15]=[CH:16][CH:17]=3)[CH:12](O)[CH2:11][CH2:10]2)[CH:5]=[CH:6][C:7]=1[Cl:8].S(=O)(=O)(O)O.CC(=O)OCC.